From a dataset of Forward reaction prediction with 1.9M reactions from USPTO patents (1976-2016). Predict the product of the given reaction. (1) Given the reactants Br[C:2]1[CH:3]=[C:4]([CH:30]=[C:31]([CH2:33][O:34][CH3:35])[CH:32]=1)[O:5][CH2:6][CH2:7][CH2:8][CH2:9][CH2:10][CH2:11][C:12]1[C:13]([CH2:25][CH2:26][C:27]([OH:29])=[O:28])=[C:14]([CH:22]=[CH:23][CH:24]=1)[O:15][CH2:16][CH2:17][CH2:18][C:19]([OH:21])=[O:20].[N:36]1[CH:41]=[C:40](B(O)O)[CH:39]=[N:38][CH:37]=1.C(=O)([O-])[O-].[Cs+].[Cs+], predict the reaction product. The product is: [C:27]([CH2:26][CH2:25][C:13]1[C:12]([CH2:11][CH2:10][CH2:9][CH2:8][CH2:7][CH2:6][O:5][C:4]2[CH:3]=[C:2]([C:40]3[CH:41]=[N:36][CH:37]=[N:38][CH:39]=3)[CH:32]=[C:31]([CH2:33][O:34][CH3:35])[CH:30]=2)=[CH:24][CH:23]=[CH:22][C:14]=1[O:15][CH2:16][CH2:17][CH2:18][C:19]([OH:21])=[O:20])([OH:29])=[O:28]. (2) Given the reactants [S:1]1[CH:5]=[CH:4][CH:3]=[C:2]1[N:6]1[C:10]2[CH:11]=[C:12]([N+:23]([O-])=O)[C:13]([N+:20]([O-])=O)=[C:14]([C:15]3[S:16][CH:17]=[CH:18][CH:19]=3)[C:9]=2[NH:8][S:7]1, predict the reaction product. The product is: [S:1]1[CH:5]=[CH:4][CH:3]=[C:2]1[N:6]1[C:10]2[CH:11]=[C:12]([NH2:23])[C:13]([NH2:20])=[C:14]([C:15]3[S:16][CH:17]=[CH:18][CH:19]=3)[C:9]=2[NH:8][S:7]1.